This data is from Full USPTO retrosynthesis dataset with 1.9M reactions from patents (1976-2016). The task is: Predict the reactants needed to synthesize the given product. Given the product [CH3:15][O:16][C:17]([C:18]1[C:3]([C:4]2[CH:9]=[CH:8][CH:7]=[CH:6][C:5]=2[C:10]([F:13])([F:12])[F:11])=[N:2][O:1][C:19]=1[NH2:20])=[O:21], predict the reactants needed to synthesize it. The reactants are: [OH:1][N:2]=[C:3](Cl)[C:4]1[CH:9]=[CH:8][CH:7]=[CH:6][C:5]=1[C:10]([F:13])([F:12])[F:11].[CH3:15][O:16][C:17](=[O:21])[CH2:18][C:19]#[N:20].C[O-].[Na+].